Dataset: Full USPTO retrosynthesis dataset with 1.9M reactions from patents (1976-2016). Task: Predict the reactants needed to synthesize the given product. (1) Given the product [CH3:32][N:33]([CH3:38])[CH2:34][CH2:35][CH2:36][N:20]1[C:19](=[O:24])/[C:18](=[CH:17]/[C:13]2[CH:12]=[C:11]3[C:16](=[CH:15][CH:14]=2)[N:8]([CH2:7][C:6]2[CH:25]=[CH:26][C:3]([O:2][CH3:1])=[CH:4][C:5]=2[C:27]([F:30])([F:29])[F:28])[N:9]=[CH:10]3)/[S:22][C:21]1=[O:23], predict the reactants needed to synthesize it. The reactants are: [CH3:1][O:2][C:3]1[CH:26]=[CH:25][C:6]([CH2:7][N:8]2[C:16]3[C:11](=[CH:12][C:13](/[CH:17]=[C:18]4/[C:19](=[O:24])[NH:20][C:21](=[O:23])[S:22]/4)=[CH:14][CH:15]=3)[CH:10]=[N:9]2)=[C:5]([C:27]([F:30])([F:29])[F:28])[CH:4]=1.Cl.[CH3:32][N:33]([CH3:38])[CH2:34][CH2:35][CH2:36]Cl. (2) Given the product [Cl:1][C:2]1[CH:3]=[C:4]([C:5](=[O:6])[CH3:13])[C:7]([N+:10]([O-:12])=[O:11])=[CH:8][N:9]=1, predict the reactants needed to synthesize it. The reactants are: [Cl:1][C:2]1[CH:3]=[C:4]([C:7]([N+:10]([O-:12])=[O:11])=[CH:8][N:9]=1)[CH:5]=[O:6].[CH3:13][Li]. (3) Given the product [CH3:9][C:4]1[CH:5]=[C:6]([CH3:8])[CH:7]=[C:2]([CH3:1])[C:3]=1[NH:10][C:11]([NH:13][C:14]1[C:15]([C:24]([NH:26][C@H:27]([C:32]([OH:34])=[O:33])[CH2:28][CH2:29][CH2:30][CH3:31])=[O:25])=[N:16][C:17]2[C:22]([CH:23]=1)=[CH:21][CH:20]=[CH:19][CH:18]=2)=[O:12], predict the reactants needed to synthesize it. The reactants are: [CH3:1][C:2]1[CH:7]=[C:6]([CH3:8])[CH:5]=[C:4]([CH3:9])[C:3]=1[NH:10][C:11]([NH:13][C:14]1[C:15]([C:24]([NH:26][C@H:27]([C:32]([O:34]C)=[O:33])[CH2:28][CH2:29][CH2:30][CH3:31])=[O:25])=[N:16][C:17]2[C:22]([CH:23]=1)=[CH:21][CH:20]=[CH:19][CH:18]=2)=[O:12].CO.Cl. (4) The reactants are: [C:1]1([CH:7]([C:31]2[CH:36]=[CH:35][CH:34]=[CH:33][CH:32]=2)[CH2:8][S:9]([C:11]2[S:12][C:13]3[CH2:23][CH2:22][C:21]4[C:16](=[CH:17][CH:18]=[CH:19][C:20]=4[O:24][CH2:25][C:26]([O:28]CC)=[O:27])[C:14]=3[N:15]=2)=[O:10])[CH:6]=[CH:5][CH:4]=[CH:3][CH:2]=1.[OH-].[Na+]. Given the product [C:31]1([CH:7]([C:1]2[CH:6]=[CH:5][CH:4]=[CH:3][CH:2]=2)[CH2:8][S:9]([C:11]2[S:12][C:13]3[CH2:23][CH2:22][C:21]4[C:16](=[CH:17][CH:18]=[CH:19][C:20]=4[O:24][CH2:25][C:26]([OH:28])=[O:27])[C:14]=3[N:15]=2)=[O:10])[CH:32]=[CH:33][CH:34]=[CH:35][CH:36]=1, predict the reactants needed to synthesize it. (5) Given the product [C:7]1([C:5]2[N:6]=[C:2]([NH:1][C:17]([C:18]3[CH:26]=[CH:25][CH:24]=[CH:23][C:19]=3[C:20]([OH:22])=[O:21])=[O:27])[S:3][CH:4]=2)[C:16]2[C:11](=[CH:12][CH:13]=[CH:14][CH:15]=2)[CH:10]=[CH:9][CH:8]=1, predict the reactants needed to synthesize it. The reactants are: [NH2:1][C:2]1[S:3][CH:4]=[C:5]([C:7]2[C:16]3[C:11](=[CH:12][CH:13]=[CH:14][CH:15]=3)[CH:10]=[CH:9][CH:8]=2)[N:6]=1.[C:17]1(=[O:27])[O:22][C:20](=[O:21])[C:19]2=[CH:23][CH:24]=[CH:25][CH:26]=[C:18]12. (6) Given the product [F:1][C:2]([F:11])([F:12])[C:3]1[CH:8]=[CH:7][C:6]2[NH:9][C:13](=[O:14])[NH:10][C:5]=2[CH:4]=1, predict the reactants needed to synthesize it. The reactants are: [F:1][C:2]([F:12])([F:11])[C:3]1[CH:4]=[C:5]([NH2:10])[C:6]([NH2:9])=[CH:7][CH:8]=1.[C:13](N1C=CN=C1)(N1C=CN=C1)=[O:14]. (7) Given the product [Cl:1][C:2]1[N:7]=[CH:6][C:5]([NH:8][C:9]2[C:14]([C:15]3[N:20]=[C:19]([CH3:21])[N:18]=[C:17]([NH2:22])[N:16]=3)=[CH:13][CH:12]=[CH:11][N:10]=2)=[CH:4][CH:3]=1, predict the reactants needed to synthesize it. The reactants are: [Cl:1][C:2]1[N:7]=[CH:6][C:5]([NH:8][C:9]2[C:14]([C:15]3[N:20]=[C:19]([CH3:21])[N:18]=[C:17]([N:22](CC4C=CC(OC)=CC=4)CC4C=CC(OC)=CC=4)[N:16]=3)=[CH:13][CH:12]=[CH:11][N:10]=2)=[CH:4][CH:3]=1.